This data is from Forward reaction prediction with 1.9M reactions from USPTO patents (1976-2016). The task is: Predict the product of the given reaction. (1) Given the reactants [CH3:1][N:2]([CH2:18][C@:19]1([CH3:30])[O:23][C:22]2=[N:24][C:25]([N+:27]([O-:29])=[O:28])=[CH:26][N:21]2[CH2:20]1)[CH2:3][CH2:4][N:5]1[CH2:10][CH2:9][N:8]([C:11]([O:13]C(C)(C)C)=[O:12])[CH2:7][CH2:6]1.FC(F)(F)C(O)=O.[F:38][C:39]([F:49])([F:48])[C:40]1[CH:47]=[CH:46][C:43]([CH2:44]O)=[CH:42][CH:41]=1.C(N1C=CN=C1)(N1C=CN=C1)=O, predict the reaction product. The product is: [CH3:1][N:2]([CH2:18][C@:19]1([CH3:30])[O:23][C:22]2=[N:24][C:25]([N+:27]([O-:29])=[O:28])=[CH:26][N:21]2[CH2:20]1)[CH2:3][CH2:4][N:5]1[CH2:10][CH2:9][N:8]([C:11]([O:13][CH2:44][C:43]2[CH:42]=[CH:41][C:40]([C:39]([F:38])([F:48])[F:49])=[CH:47][CH:46]=2)=[O:12])[CH2:7][CH2:6]1. (2) Given the reactants [CH2:1]([OH:5])[CH2:2][CH2:3][CH3:4].[Cl:6][C:7]1[CH:8]=[C:9]2[C:13](=[CH:14][CH:15]=1)[N:12]([C:16]1[N:20]([CH3:21])[N:19]=[C:18]([CH3:22])[C:17]=1[CH2:23][CH2:24][S:25]([NH2:28])(=[O:27])=[O:26])[CH:11]=[CH:10]2.N12CCCN=C1CCCCC2.[Cl-].[NH4+].CN(C)[CH:44]=[O:45], predict the reaction product. The product is: [Cl:6][C:7]1[CH:8]=[C:9]2[C:13](=[CH:14][CH:15]=1)[N:12]([C:16]1[N:20]([CH3:21])[N:19]=[C:18]([CH3:22])[C:17]=1[CH2:23][CH2:24][S:25]([NH:28][C:44](=[O:45])[O:5][CH2:1][CH2:2][CH2:3][CH3:4])(=[O:27])=[O:26])[CH:11]=[CH:10]2. (3) Given the reactants [CH2:1]([NH2:8])[C:2]1[CH:7]=[CH:6][CH:5]=[CH:4][CH:3]=1.[Br:9][CH2:10][CH2:11][CH2:12][CH2:13][C:14]1([C:27](Cl)=[O:28])[C:26]2[CH:25]=[CH:24][CH:23]=[CH:22][C:21]=2[C:20]2[C:15]1=[CH:16][CH:17]=[CH:18][CH:19]=2, predict the reaction product. The product is: [CH2:1]([NH:8][C:27]([C:14]1([CH2:13][CH2:12][CH2:11][CH2:10][Br:9])[C:26]2[CH:25]=[CH:24][CH:23]=[CH:22][C:21]=2[C:20]2[C:15]1=[CH:16][CH:17]=[CH:18][CH:19]=2)=[O:28])[C:2]1[CH:7]=[CH:6][CH:5]=[CH:4][CH:3]=1. (4) Given the reactants [CH:1]([N:3]1[CH2:8][CH2:7][CH:6]([C:9]2[CH:14]=[CH:13][C:12]([NH:15][C:16]3[N:21]=[CH:20][N:19]=[C:18]([C:22]4[CH:23]=[CH:24][CH:25]=[C:26]([CH:29]=4)[C:27]#[N:28])[N:17]=3)=[CH:11][C:10]=2[CH3:30])[CH2:5][CH2:4]1)=[O:2].[CH3:31][O:32][CH2:33][C:34]([OH:36])=O.C([N:40]([CH2:44][CH3:45])[CH:41]([CH3:43])C)(C)C.CN([C:49]([O:53]N1N=NC2C=CC=NC1=2)=[N+](C)C)C.[F:63][P-](F)(F)(F)(F)F, predict the reaction product. The product is: [F:63][C@H:45]1[C@@H:49]([O:53][C:25]2[CH:24]=[CH:23][C:22]([C:18]3[N:17]=[C:16]([NH:15][C:12]4[CH:13]=[CH:14][C:9]([CH:6]5[CH2:7][CH2:8][N:3]([CH:1]=[O:2])[CH2:4][CH2:5]5)=[C:10]([CH3:30])[CH:11]=4)[N:21]=[CH:20][N:19]=3)=[CH:29][C:26]=2[C:27]#[N:28])[CH2:43][CH2:41][N:40]([C:34](=[O:36])[CH2:33][O:32][CH3:31])[CH2:44]1.